This data is from Forward reaction prediction with 1.9M reactions from USPTO patents (1976-2016). The task is: Predict the product of the given reaction. (1) Given the reactants [CH3:1][N:2]1[C:9](=[O:10])[CH2:8][CH2:7][C@H:3]1[C:4]([OH:6])=O.ON1C2C=CC=CC=2N=N1.[Cl:21][C:22]1[CH:27]=[C:26]([Cl:28])[CH:25]=[CH:24][C:23]=1[CH2:29][NH2:30].C(NC(C)C)(C)C.F[P-](F)(F)(F)(F)F.N1(OC(N(C)C)=[N+](C)C)C2N=CC=CC=2N=N1, predict the reaction product. The product is: [Cl:21][C:22]1[CH:27]=[C:26]([Cl:28])[CH:25]=[CH:24][C:23]=1[CH2:29][NH:30][C:4](=[O:6])[C@@H:3]1[CH2:7][CH2:8][C:9](=[O:10])[N:2]1[CH3:1]. (2) Given the reactants [NH2:1][C:2]1[N:7]=[C:6]([N:8]2[CH2:13][CH2:12][CH2:11][C@H:10]([C:14]([NH:16][C:17]3[CH:22]=[CH:21][CH:20]=[CH:19][C:18]=3[F:23])=[O:15])[CH2:9]2)[CH:5]=[C:4]([C:24]2[CH:29]=[CH:28][C:27]([C:30]#[N:31])=[C:26](F)[CH:25]=2)[N:3]=1.CCN(C(C)C)C(C)C.[NH2:42][NH2:43], predict the reaction product. The product is: [NH2:1][C:2]1[N:7]=[C:6]([N:8]2[CH2:13][CH2:12][CH2:11][C@H:10]([C:14]([NH:16][C:17]3[CH:22]=[CH:21][CH:20]=[CH:19][C:18]=3[F:23])=[O:15])[CH2:9]2)[CH:5]=[C:4]([C:24]2[CH:25]=[C:26]3[C:27]([C:30]([NH2:31])=[N:42][NH:43]3)=[CH:28][CH:29]=2)[N:3]=1.